Dataset: Forward reaction prediction with 1.9M reactions from USPTO patents (1976-2016). Task: Predict the product of the given reaction. (1) The product is: [CH2:18]([N:6]1[C:7]2[C:12](=[CH:11][CH:10]=[C:9]([O:16][CH3:17])[CH:8]=2)[C:13]([C:14]#[N:15])=[C:5]1[CH2:4][O:26][C:20]1[CH:25]=[CH:24][CH:23]=[CH:22][CH:21]=1)[CH3:19]. Given the reactants [H-].[Na+].Br[CH2:4][C:5]1[N:6]([CH2:18][CH3:19])[C:7]2[C:12]([C:13]=1[C:14]#[N:15])=[CH:11][CH:10]=[C:9]([O:16][CH3:17])[CH:8]=2.[C:20]1([OH:26])[CH:25]=[CH:24][CH:23]=[CH:22][CH:21]=1, predict the reaction product. (2) Given the reactants [CH3:1][C:2]1[N:7]=[C:6]([C:8]2[C:13]([C:14]3[CH:15]=[CH:16]C4N(N=CN=4)[CH:19]=3)=[CH:12][CH:11]=[CH:10][N:9]=2)[CH:5]=[CH:4][CH:3]=1.ClC1C(C2C=C[N:33]3[N:36]=[CH:37][N:38]=[C:32]3C=2)=CC=CN=1.[Br-].CC1N=C([Zn+])C=CC=1, predict the reaction product. The product is: [CH3:1][C:2]1[N:7]=[C:6]([C:8]2[C:13]([C:14]3[CH:19]=[CH:37][N:36]4[N:33]=[CH:32][N:38]=[C:16]4[CH:15]=3)=[CH:12][CH:11]=[CH:10][N:9]=2)[CH:5]=[CH:4][CH:3]=1. (3) Given the reactants Cl[C:2]1[C:7]([NH:8][C:9](=[O:18])[C:10]2[CH:15]=[CH:14][C:13]([O:16][CH3:17])=[CH:12][CH:11]=2)=[CH:6][CH:5]=[C:4]([Cl:19])[N:3]=1.C([O-])([O-])=O.[K+].[K+].O, predict the reaction product. The product is: [Cl:19][C:4]1[N:3]=[C:2]2[O:18][C:9]([C:10]3[CH:15]=[CH:14][C:13]([O:16][CH3:17])=[CH:12][CH:11]=3)=[N:8][C:7]2=[CH:6][CH:5]=1. (4) Given the reactants [CH3:1][C:2]1([CH3:15])[CH2:13][C:12]2[C:4](=[CH:5][C:6]3[CH:7]=[C:8]([CH3:14])[CH2:9][C:10]=3[CH:11]=2)[CH2:3]1.[Li]CCCC.C1COCC1.[Cl:26][Si:27](Cl)([CH3:29])[CH3:28], predict the reaction product. The product is: [Cl:26][Si:27]([CH3:29])([CH3:28])[CH:9]1[C:10]2[C:6](=[CH:5][C:4]3[CH2:3][C:2]([CH3:15])([CH3:1])[CH2:13][C:12]=3[CH:11]=2)[CH:7]=[C:8]1[CH3:14].